From a dataset of Catalyst prediction with 721,799 reactions and 888 catalyst types from USPTO. Predict which catalyst facilitates the given reaction. (1) Reactant: [OH-].[K+].[CH3:3][C:4]1[C:8]2[CH:9]=[CH:10][C:11]([O:13][CH3:14])=[CH:12][C:7]=2[S:6][C:5]=1[CH:15]([CH2:22][CH2:23][CH2:24][CH3:25])[CH2:16][C:17]([O:19]CC)=[O:18]. Product: [CH3:3][C:4]1[C:8]2[CH:9]=[CH:10][C:11]([O:13][CH3:14])=[CH:12][C:7]=2[S:6][C:5]=1[CH:15]([CH2:22][CH2:23][CH2:24][CH3:25])[CH2:16][C:17]([OH:19])=[O:18]. The catalyst class is: 127. (2) Reactant: [C:1](=[N:9][OH:10])([NH2:8])[C:2]1[CH:7]=[CH:6][CH:5]=[CH:4][CH:3]=1.[OH-].C([N+](CCCC)(CCCC)CCCC)CCC.[OH-].[Na+].[S:31]1[CH:35]=[CH:34][CH:33]=[C:32]1[C:36](Cl)=O. Product: [C:2]1([C:1]2[N:8]=[C:36]([C:32]3[S:31][CH:35]=[CH:34][CH:33]=3)[O:10][N:9]=2)[CH:7]=[CH:6][CH:5]=[CH:4][CH:3]=1. The catalyst class is: 6. (3) Reactant: [F:1][C:2]1[CH:7]=[C:6]([F:8])[CH:5]=[CH:4][C:3]=1[C:9]1[CH:14]=[CH:13][C:12]([C@@H:15]([N:17]2[CH2:22][CH2:21][C@@:20]([C:26]3[CH:31]=[CH:30][C:29]([F:32])=[CH:28][CH:27]=3)([CH2:23][CH2:24][OH:25])[O:19][C:18]2=[O:33])[CH3:16])=[CH:11][CH:10]=1.CCN(CC)CC.[CH3:41][S:42](Cl)(=[O:44])=[O:43].O. Product: [CH3:41][S:42]([O:25][CH2:24][CH2:23][C@@:20]1([C:26]2[CH:27]=[CH:28][C:29]([F:32])=[CH:30][CH:31]=2)[O:19][C:18](=[O:33])[N:17]([C@H:15]([C:12]2[CH:13]=[CH:14][C:9]([C:3]3[CH:4]=[CH:5][C:6]([F:8])=[CH:7][C:2]=3[F:1])=[CH:10][CH:11]=2)[CH3:16])[CH2:22][CH2:21]1)(=[O:44])=[O:43]. The catalyst class is: 2. (4) Reactant: [Si:1]([O:8][C:9]1[CH:10]=[C:11]([C:15]2[N:16]=[C:17]([N:24]3[CH2:29][CH2:28][O:27][CH2:26][CH2:25]3)[C:18]3[S:23][CH:22]=[CH:21][C:19]=3[N:20]=2)[CH:12]=[CH:13][CH:14]=1)([C:4]([CH3:7])([CH3:6])[CH3:5])([CH3:3])[CH3:2].[Li]CCCC.[C:35]([NH:42][CH2:43][CH2:44]Br)([O:37][C:38]([CH3:41])([CH3:40])[CH3:39])=[O:36]. Product: [Si:1]([O:8][C:9]1[CH:10]=[C:11]([C:15]2[N:16]=[C:17]([N:24]3[CH2:25][CH2:26][O:27][CH2:28][CH2:29]3)[C:18]3[S:23][C:22]([CH2:44][CH2:43][NH:42][C:35](=[O:36])[O:37][C:38]([CH3:41])([CH3:40])[CH3:39])=[CH:21][C:19]=3[N:20]=2)[CH:12]=[CH:13][CH:14]=1)([C:4]([CH3:6])([CH3:7])[CH3:5])([CH3:2])[CH3:3]. The catalyst class is: 1. (5) Reactant: [CH3:1][C:2]1[CH:3]=[C:4]([CH:22]=[CH:23][C:24]=1[CH3:25])[C:5]([C:7]1[C:16](=[O:17])[C:15]2[CH:14]=[C:13]3[O:18][CH2:19][CH2:20][O:21][C:12]3=[CH:11][C:10]=2[NH:9][CH:8]=1)=[O:6].[H-].[Na+].Br.Br[CH2:30][C:31]1[CH:32]=[N:33][CH:34]=[CH:35][CH:36]=1. Product: [CH3:1][C:2]1[CH:3]=[C:4]([CH:22]=[CH:23][C:24]=1[CH3:25])[C:5]([C:7]1[C:16](=[O:17])[C:15]2[CH:14]=[C:13]3[O:18][CH2:19][CH2:20][O:21][C:12]3=[CH:11][C:10]=2[N:9]([CH2:30][C:31]2[CH:32]=[N:33][CH:34]=[CH:35][CH:36]=2)[CH:8]=1)=[O:6]. The catalyst class is: 9. (6) Reactant: [Si:1]([O:8][CH2:9][CH:10]([NH:19][C@@H:20]([C:22]([O:24][C:25]([CH3:28])([CH3:27])[CH3:26])=[O:23])[CH3:21])[C:11]1[CH:16]=[CH:15][C:14]([C:17]#[N:18])=[CH:13][CH:12]=1)([C:4]([CH3:7])([CH3:6])[CH3:5])([CH3:3])[CH3:2].[NH2:29][OH:30]. Product: [NH2:18]/[C:17](=[N:29]\[OH:30])/[C:14]1[CH:13]=[CH:12][C:11]([CH:10]([NH:19][C@@H:20]([C:22]([O:24][C:25]([CH3:27])([CH3:26])[CH3:28])=[O:23])[CH3:21])[CH2:9][O:8][Si:1]([C:4]([CH3:7])([CH3:5])[CH3:6])([CH3:3])[CH3:2])=[CH:16][CH:15]=1. The catalyst class is: 8. (7) Reactant: [CH3:1][N:2]1[CH2:7][CH2:6][N:5]([C@H:8]2[CH2:13][CH2:12][CH2:11][C@H:10]([N:14]3[C:18]4[N:19]=[CH:20][N:21]=[C:22]([NH2:23])[C:17]=4[C:16]([C:24]4[CH:29]=[CH:28][C:27]([O:30][C:31]5[CH:36]=[CH:35][CH:34]=[CH:33][CH:32]=5)=[CH:26][CH:25]=4)=[CH:15]3)[CH2:9]2)[CH2:4][CH2:3]1.[C:37]([OH:44])(=[O:43])/[CH:38]=[CH:39]\[C:40]([OH:42])=[O:41]. Product: [C:37]([OH:44])(=[O:43])/[CH:38]=[CH:39]\[C:40]([OH:42])=[O:41].[C:37]([OH:44])(=[O:43])/[CH:38]=[CH:39]\[C:40]([OH:42])=[O:41].[C:37]([OH:44])(=[O:43])/[CH:38]=[CH:39]\[C:40]([OH:42])=[O:41].[CH3:1][N:2]1[CH2:3][CH2:4][N:5]([C@H:8]2[CH2:13][CH2:12][CH2:11][C@H:10]([N:14]3[C:18]4[N:19]=[CH:20][N:21]=[C:22]([NH2:23])[C:17]=4[C:16]([C:24]4[CH:29]=[CH:28][C:27]([O:30][C:31]5[CH:36]=[CH:35][CH:34]=[CH:33][CH:32]=5)=[CH:26][CH:25]=4)=[CH:15]3)[CH2:9]2)[CH2:6][CH2:7]1. The catalyst class is: 13. (8) Reactant: [Cl:1][C:2]1[CH:7]=[CH:6][C:5]([C:8](=[NH:20])[NH:9][C:10]2[CH:15]=[CH:14][C:13]([S:16]([CH3:19])(=[O:18])=[O:17])=[CH:12][CH:11]=2)=[CH:4][CH:3]=1.C(=O)(O)[O-].[Na+].Br[CH2:27][C:28](=[O:42])[CH2:29][O:30][CH2:31][C:32]1[CH:41]=[CH:40][C:39]2[C:34](=[CH:35][CH:36]=[CH:37][CH:38]=2)[N:33]=1. Product: [Cl:1][C:2]1[CH:3]=[CH:4][C:5]([C:8]2[N:9]([C:10]3[CH:15]=[CH:14][C:13]([S:16]([CH3:19])(=[O:17])=[O:18])=[CH:12][CH:11]=3)[CH2:27][C:28]([OH:42])([CH2:29][O:30][CH2:31][C:32]3[CH:41]=[CH:40][C:39]4[C:34](=[CH:35][CH:36]=[CH:37][CH:38]=4)[N:33]=3)[N:20]=2)=[CH:6][CH:7]=1. The catalyst class is: 21. (9) The catalyst class is: 2. Product: [CH2:35]([O:34][C:32](=[O:33])[NH:31][CH:26]([C:25]([N:22]1[CH2:23][CH2:24][CH:9]2[NH:8][CH2:12][CH:11]([O:13][C:14]3[CH:19]=[CH:18][C:17]([F:20])=[C:16]([F:21])[CH:15]=3)[CH:10]12)=[O:42])[C:27]([CH3:30])([CH3:29])[CH3:28])[C:36]1[CH:41]=[CH:40][CH:39]=[CH:38][CH:37]=1. Reactant: C(OC([N:8]1[CH2:12][CH:11]([O:13][C:14]2[CH:19]=[CH:18][C:17]([F:20])=[C:16]([F:21])[CH:15]=2)[CH:10]2[N:22]([C:25](=[O:42])[CH:26]([NH:31][C:32]([O:34][CH2:35][C:36]3[CH:41]=[CH:40][CH:39]=[CH:38][CH:37]=3)=[O:33])[C:27]([CH3:30])([CH3:29])[CH3:28])[CH2:23][CH2:24][CH:9]12)=O)(C)(C)C.C(O)(C(F)(F)F)=O.C(Cl)Cl.CO.